From a dataset of Reaction yield outcomes from USPTO patents with 853,638 reactions. Predict the reaction yield, written as a fraction of the theoretical maximum amount of product (1.0 means a 100% yield; for example, 0.34 means a 34% yield). The reactants are [CH2:1]([N:8]1[C:16]2[C:11](=[CH:12][CH:13]=[CH:14][CH:15]=2)[C:10]([C:17]([O:19]C)=[O:18])=[CH:9]1)[C:2]1[CH:7]=[CH:6][CH:5]=[CH:4][CH:3]=1.[OH-].[Na+].Cl. The catalyst is C1COCC1. The product is [CH2:1]([N:8]1[C:16]2[C:11](=[CH:12][CH:13]=[CH:14][CH:15]=2)[C:10]([C:17]([OH:19])=[O:18])=[CH:9]1)[C:2]1[CH:3]=[CH:4][CH:5]=[CH:6][CH:7]=1. The yield is 1.00.